Task: Predict the reaction yield, written as a fraction of the theoretical maximum amount of product (1.0 means a 100% yield; for example, 0.34 means a 34% yield).. Dataset: Reaction yield outcomes from USPTO patents with 853,638 reactions (1) The reactants are C(OC(=O)[NH:7][CH2:8][CH2:9][CH2:10][CH2:11][CH2:12][CH2:13][NH:14][CH2:15][C:16](=[O:33])[NH:17][C:18]1[CH:31]=[CH:30][C:29]2[NH:28][C:27](=[O:32])[C:26]3[C:21](=[CH:22][CH:23]=[CH:24][CH:25]=3)[C:20]=2[CH:19]=1)(C)(C)C.[F:35][C:36]([F:41])([F:40])[C:37]([OH:39])=[O:38]. The catalyst is ClCCl. The product is [F:35][C:36]([F:41])([F:40])[C:37]([OH:39])=[O:38].[NH2:7][CH2:8][CH2:9][CH2:10][CH2:11][CH2:12][CH2:13][NH:14][CH2:15][C:16]([NH:17][C:18]1[CH:31]=[CH:30][C:29]2[NH:28][C:27](=[O:32])[C:26]3[C:21](=[CH:22][CH:23]=[CH:24][CH:25]=3)[C:20]=2[CH:19]=1)=[O:33]. The yield is 0.650. (2) The reactants are Br[CH2:2][C:3]1[CH:4]=[C:5]2[C:10](=[CH:11][CH:12]=1)[N:9]=[CH:8][CH:7]=[CH:6]2.[C-:13]#[N:14].[Na+]. The catalyst is C(O)C. The product is [N:9]1[C:10]2[C:5](=[CH:4][C:3]([CH2:2][C:13]#[N:14])=[CH:12][CH:11]=2)[CH:6]=[CH:7][CH:8]=1. The yield is 0.0800. (3) The reactants are [C:1](=[O:12])([O:7][C:8]([CH3:11])([CH3:10])[CH3:9])OC(C)(C)C.CN(C1C=C[CH:19]=[CH:18][N:17]=1)C.C(OC(=O)CC1NC2C=C[C:35]([N:37]([S:39]([CH3:42])(=[O:41])=[O:40])C)=CC=2SC=1)C.Cl[C:45]1[CH:46]=[C:47]([CH:52]=[CH:53][CH:54]=1)C(OO)=O.[S:55]([O-])([O-:58])(=[O:57])=S.[Na+].[Na+].[C:62]([O:65][CH2:66][CH3:67])(=[O:64])[CH3:63]. The catalyst is O1CCCC1. The product is [C:8]([O:7][C:1]([N:17]1[C:54]2[CH:53]=[CH:52][C:47]([N:37]([S:39]([CH3:42])(=[O:41])=[O:40])[CH3:35])=[CH:46][C:45]=2[S:55](=[O:58])(=[O:57])[CH:19]=[C:18]1[CH2:63][C:62]([O:65][CH2:66][CH3:67])=[O:64])=[O:12])([CH3:9])([CH3:10])[CH3:11]. The yield is 0.550. (4) The reactants are [Br:1][C:2]1[CH:3]=[CH:4][C:5]([Cl:16])=[C:6]([CH:15]=1)[CH2:7][C:8]1[CH:13]=[CH:12][C:11]([OH:14])=[CH:10][CH:9]=1.[C:17]([Si:21](Cl)([CH3:23])[CH3:22])([CH3:20])([CH3:19])[CH3:18].C(N(CC)CC)C. The catalyst is C(#N)C. The product is [Br:1][C:2]1[CH:3]=[CH:4][C:5]([Cl:16])=[C:6]([CH:15]=1)[CH2:7][C:8]1[CH:13]=[CH:12][C:11]([O:14][Si:21]([C:17]([CH3:20])([CH3:19])[CH3:18])([CH3:23])[CH3:22])=[CH:10][CH:9]=1. The yield is 0.866. (5) The reactants are [Cl:1][C:2]1[CH:3]=[CH:4][C:5]2[O:18][CH:17]([C:19]([O:21]CC)=[O:20])[N:8]3[C:9]4[CH:10]=[CH:11][CH:12]=[C:13]([F:16])[C:14]=4[CH:15]=[C:7]3[C:6]=2[N:24]=1.[Li+].[OH-].Cl. The catalyst is O1CCOCC1.O. The product is [Cl:1][C:2]1[CH:3]=[CH:4][C:5]2[O:18][CH:17]([C:19]([OH:21])=[O:20])[N:8]3[C:9]4[CH:10]=[CH:11][CH:12]=[C:13]([F:16])[C:14]=4[CH:15]=[C:7]3[C:6]=2[N:24]=1. The yield is 0.990.